From a dataset of Full USPTO retrosynthesis dataset with 1.9M reactions from patents (1976-2016). Predict the reactants needed to synthesize the given product. (1) The reactants are: Cl[C:2]1[N:7]=[C:6]([Cl:8])[C:5]([C:9]([F:12])([F:11])[F:10])=[CH:4][N:3]=1.[NH2:13][C:14]1[CH:31]=[CH:30][C:17]([CH2:18][N:19]([CH2:27][CH2:28][OH:29])[C:20](=[O:26])[O:21][C:22]([CH3:25])([CH3:24])[CH3:23])=[CH:16][CH:15]=1.CCN(CC)CC. Given the product [Cl:8][C:6]1[C:5]([C:9]([F:12])([F:11])[F:10])=[CH:4][N:3]=[C:2]([NH:13][C:14]2[CH:15]=[CH:16][C:17]([CH2:18][N:19]([CH2:27][CH2:28][OH:29])[C:20](=[O:26])[O:21][C:22]([CH3:24])([CH3:25])[CH3:23])=[CH:30][CH:31]=2)[N:7]=1, predict the reactants needed to synthesize it. (2) The reactants are: Br[C:2]1[CH:3]=[C:4]([N:8]2[C:16]3[C:11](=[CH:12][C:13]([O:17][C@H:18]([C:28]4[CH:29]=[N:30][C:31]([O:34][CH3:35])=[CH:32][CH:33]=4)[C@@H:19]([NH:21][C:22](=[O:27])[C:23]([F:26])([F:25])[CH3:24])[CH3:20])=[CH:14][CH:15]=3)[CH:10]=[N:9]2)[CH:5]=[CH:6][CH:7]=1.[CH:36]1([NH2:41])[CH2:40][CH2:39][CH2:38][CH2:37]1.F[B-](F)(F)F.C([PH+](C(C)(C)C)C(C)(C)C)(C)(C)C.C1C[O:63][CH2:62]C1. Given the product [CH:36]1([NH:41][C:62](=[O:63])[C:2]2[CH:7]=[CH:6][CH:5]=[C:4]([N:8]3[C:16]4[C:11](=[CH:12][C:13]([O:17][C@H:18]([C:28]5[CH:29]=[N:30][C:31]([O:34][CH3:35])=[CH:32][CH:33]=5)[C@@H:19]([NH:21][C:22](=[O:27])[C:23]([F:26])([F:25])[CH3:24])[CH3:20])=[CH:14][CH:15]=4)[CH:10]=[N:9]3)[CH:3]=2)[CH2:40][CH2:39][CH2:38][CH2:37]1, predict the reactants needed to synthesize it. (3) The reactants are: [CH2:1]([C:6]1[CH:11]=[CH:10][C:9]([S:12]([NH:15][C:16]2([CH2:20][C:21]([O:23][CH2:24][CH3:25])=[O:22])[CH2:19][NH:18][CH2:17]2)(=[O:14])=[O:13])=[CH:8][CH:7]=1)[CH2:2][CH2:3][CH2:4][CH3:5].[CH2:26]=O. Given the product [CH3:26][N:18]1[CH2:19][C:16]([CH2:20][C:21]([O:23][CH2:24][CH3:25])=[O:22])([NH:15][S:12]([C:9]2[CH:8]=[CH:7][C:6]([CH2:1][CH2:2][CH2:3][CH2:4][CH3:5])=[CH:11][CH:10]=2)(=[O:14])=[O:13])[CH2:17]1, predict the reactants needed to synthesize it. (4) Given the product [Cl:1][C:2]1[CH:7]=[CH:6][C:5]([C:8]([F:13])([F:12])[C:9]([OH:11])=[O:10])=[C:4]([O:14][C:15]([F:16])([F:17])[F:18])[CH:3]=1, predict the reactants needed to synthesize it. The reactants are: [Cl:1][C:2]1[CH:7]=[CH:6][C:5]([C:8]([F:13])([F:12])[C:9]([O-:11])=[O:10])=[C:4]([O:14][C:15]([F:18])([F:17])[F:16])[CH:3]=1.CO.O.O.[OH-].[Li+].